This data is from Forward reaction prediction with 1.9M reactions from USPTO patents (1976-2016). The task is: Predict the product of the given reaction. (1) Given the reactants I[C:2]1[CH:7]=[CH:6][C:5]([S:8]([NH:11][C:12]2[S:13][CH:14]=[CH:15][N:16]=2)(=[O:10])=[O:9])=[CH:4][CH:3]=1.C([C:21]1[CH:26]=[CH:25][C:24]([NH:27][C:28](C)(C)[CH2:29][NH2:30])=[CH:23][CH:22]=1)(C)(C)C.[C:33](=[O:36])([O-])[O-].[Na+].[Na+].O.C(=O)([O-])[O-].[ClH:44], predict the reaction product. The product is: [Cl:44][C:21]1[CH:22]=[CH:23][C:24]([NH:27][CH2:28][CH2:29][NH:30][C:33](=[O:36])[C:2]2[CH:7]=[CH:6][C:5]([S:8]([NH:11][C:12]3[S:13][CH:14]=[CH:15][N:16]=3)(=[O:10])=[O:9])=[CH:4][CH:3]=2)=[CH:25][CH:26]=1. (2) The product is: [N:11]1([C:14]2[C:19]3[CH2:20][CH2:21][O:22][C:23]4[CH:28]=[CH:27][CH:26]=[CH:25][C:24]=4[C:18]=3[N:17]=[C:16]([NH2:29])[N:15]=2)[CH2:12][CH2:13][NH:8][CH2:9][CH2:10]1. Given the reactants C(OC([N:8]1[CH2:13][CH2:12][N:11]([C:14]2[C:19]3[CH2:20][CH2:21][O:22][C:23]4[CH:28]=[CH:27][CH:26]=[CH:25][C:24]=4[C:18]=3[N:17]=[C:16]([NH2:29])[N:15]=2)[CH2:10][CH2:9]1)=O)(C)(C)C.C(O)(C(F)(F)F)=O, predict the reaction product. (3) Given the reactants [CH:1]([N:3]([CH2:12][C@@H:13]([CH2:17][CH2:18][CH2:19][CH2:20][CH3:21])[C:14](O)=[O:15])[O:4][CH2:5][C:6]1[CH:11]=[CH:10][CH:9]=[CH:8][CH:7]=1)=[O:2].C(OC(NC[C@@H](CCCCC)C(O)=O)=O)C1C=CC=CC=1.N1C=CC=CC=1.[F:49]C1N=C(F)N=C(F)N=1, predict the reaction product. The product is: [CH:1]([N:3]([CH2:12][C@@H:13]([CH2:17][CH2:18][CH2:19][CH2:20][CH3:21])[C:14]([F:49])=[O:15])[O:4][CH2:5][C:6]1[CH:11]=[CH:10][CH:9]=[CH:8][CH:7]=1)=[O:2]. (4) Given the reactants [Cl:1][C:2]1[CH:3]=[C:4]([C:9]2([C:24]([F:27])([F:26])[F:25])[O:13][N:12]=[C:11]([C:14]3[CH:22]=[CH:21][C:17]([C:18](Cl)=[O:19])=[C:16]([CH3:23])[CH:15]=3)[CH2:10]2)[CH:5]=[C:6]([Cl:8])[CH:7]=1.S(O)(O)(=O)=O.[CH3:33][O:34][C:35](=[NH:37])[NH2:36].C(=O)([O-])[O-].[K+].[K+], predict the reaction product. The product is: [NH2:37][C:35]([O:34][CH3:33])=[N:36][C:18](=[O:19])[C:17]1[CH:21]=[CH:22][C:14]([C:11]2[CH2:10][C:9]([C:4]3[CH:5]=[C:6]([Cl:8])[CH:7]=[C:2]([Cl:1])[CH:3]=3)([C:24]([F:26])([F:27])[F:25])[O:13][N:12]=2)=[CH:15][C:16]=1[CH3:23]. (5) Given the reactants [O:1]=[C:2]1[C:7]2=[CH:8][C:9]3[CH:10]=[CH:11][C:12]([C:15](O)=O)=[CH:13][C:14]=3[N:6]2[CH2:5][CH2:4][NH:3]1.[Cl:18][C:19]1[N:24]=[CH:23][N:22]=[C:21]([NH2:25])[C:20]=1[NH2:26].O=P12OP3(OP(OP(O3)(O1)=O)(=O)O2)=O.CS(O)(=O)=O, predict the reaction product. The product is: [Cl:18][C:19]1[N:24]=[CH:23][N:22]=[C:21]2[C:20]=1[N:26]=[C:15]([C:12]1[CH:11]=[CH:10][C:9]3[CH:8]=[C:7]4[C:2](=[O:1])[NH:3][CH2:4][CH2:5][N:6]4[C:14]=3[CH:13]=1)[NH:25]2.